From a dataset of Forward reaction prediction with 1.9M reactions from USPTO patents (1976-2016). Predict the product of the given reaction. (1) Given the reactants [Cl-:1].[NH4+:2].C[Al](C)C.[CH3:7][C:8]1[CH:16]=[CH:15][C:11]([CH2:12][C:13]#[N:14])=[CH:10][CH:9]=1.CO, predict the reaction product. The product is: [ClH:1].[CH3:7][C:8]1[CH:16]=[CH:15][C:11]([CH2:12][C:13]([NH2:2])=[NH:14])=[CH:10][CH:9]=1. (2) Given the reactants [CH3:1][O:2][C:3]1[N:8]=[C:7]([O:9]C)[C:6]([CH:11]=[O:12])=[C:5]([O:13][CH3:14])[N:4]=1.B(Br)(Br)Br.C(=O)(O)[O-].[Na+], predict the reaction product. The product is: [OH:9][C:7]1[C:6]([CH:11]=[O:12])=[C:5]([O:13][CH3:14])[N:4]=[C:3]([O:2][CH3:1])[N:8]=1. (3) Given the reactants [K+].[Br:2][C:3]1[CH:4]=[C:5]([CH:9]=[CH:10][C:11](=[O:15])[C:12]([O-:14])=[O:13])[CH:6]=[CH:7][CH:8]=1.CI.[CH3:18]N(C)C=O, predict the reaction product. The product is: [CH3:18][O:13][C:12](=[O:14])[C:11](=[O:15])[CH:10]=[CH:9][C:5]1[CH:6]=[CH:7][CH:8]=[C:3]([Br:2])[CH:4]=1. (4) Given the reactants Cl[CH2:2][C:3]1[CH:4]=[N:5][N:6]([CH:12]2[CH2:17][CH2:16][N:15]([C:18]3[N:23]=[CH:22][C:21]([CH2:24][CH3:25])=[CH:20][N:19]=3)[CH2:14][CH2:13]2)[C:7]=1[C:8]([F:11])([F:10])[F:9].[F:26][C:27]1[CH:32]=[C:31]([N:33]2[CH:37]=[N:36][N:35]=[N:34]2)[CH:30]=[CH:29][C:28]=1[OH:38], predict the reaction product. The product is: [CH2:24]([C:21]1[CH:20]=[N:19][C:18]([N:15]2[CH2:16][CH2:17][CH:12]([N:6]3[C:7]([C:8]([F:9])([F:10])[F:11])=[C:3]([CH2:2][O:38][C:28]4[CH:29]=[CH:30][C:31]([N:33]5[CH:37]=[N:36][N:35]=[N:34]5)=[CH:32][C:27]=4[F:26])[CH:4]=[N:5]3)[CH2:13][CH2:14]2)=[N:23][CH:22]=1)[CH3:25]. (5) Given the reactants S(=O)(=O)(O)O.Br.[C:7]1(=[O:23])[O:22][CH2:21][CH2:20][CH2:19][CH2:18][CH2:17][CH2:16][CH2:15][CH2:14][CH2:13][CH2:12][CH2:11][CH2:10][CH2:9][CH2:8]1.[Br:24]CCCCCCCCCCCCCCCOCCCCCCCCCCCCCCC(O)=O, predict the reaction product. The product is: [Br:24][CH2:21][CH2:20][CH2:19][CH2:18][CH2:17][CH2:16][CH2:15][CH2:14][CH2:13][CH2:12][CH2:11][CH2:10][CH2:9][CH2:8][C:7]([OH:22])=[O:23].